From a dataset of Forward reaction prediction with 1.9M reactions from USPTO patents (1976-2016). Predict the product of the given reaction. Given the reactants O[C:2](=[CH:8][C:9]1[CH:14]=[CH:13][CH:12]=[CH:11][CH:10]=1)[C:3]([O:5][CH2:6][CH3:7])=[O:4].N1C=CC=CC=1.[F:21][C:22]([F:35])([F:34])[S:23]([O:26]S(C(F)(F)F)(=O)=O)(=[O:25])=[O:24].[ClH:36].C([O-])(O)=O.[Na+], predict the reaction product. The product is: [Cl:36][C:11]1[CH:10]=[C:9]([CH:14]=[CH:13][C:12]=1[O:26][S:23]([C:22]([F:35])([F:34])[F:21])(=[O:24])=[O:25])/[CH:8]=[CH:2]/[C:3]([O:5][CH2:6][CH3:7])=[O:4].